This data is from Catalyst prediction with 721,799 reactions and 888 catalyst types from USPTO. The task is: Predict which catalyst facilitates the given reaction. (1) Reactant: NN.[C:3]1([C:9]([N:22]=[C:23]=O)(C2C=CC=CC=2)C2C=CC=CC=2)C=[CH:7][CH:6]=[CH:5][CH:4]=1.CC[OH:27]. The catalyst class is: 1. Product: [CH3:23][N:22]1[CH2:9][CH2:3][CH2:4][CH2:5][CH:6]1[CH2:7][OH:27]. (2) Product: [CH3:15][N:8]1[N:7]=[CH:6][C:5]2[C:10](=[CH:11][CH:12]=[CH:13][C:4]=2[N+:1]([O-:3])=[O:2])[C:9]1=[O:14]. Reactant: [N+:1]([C:4]1[CH:13]=[CH:12][CH:11]=[C:10]2[C:5]=1[CH:6]=[N:7][NH:8][C:9]2=[O:14])([O-:3])=[O:2].[C:15](=O)([O-])[O-].[K+].[K+].CI. The catalyst class is: 3. (3) Reactant: C(OC([N:8]1[CH2:13][CH2:12][N:11]([C:14]2[C:19]([O:20][CH3:21])=[CH:18][N:17]=[CH:16][N:15]=2)[CH:10]([CH3:22])[CH2:9]1)=O)(C)(C)C.FC(F)(F)C(O)=O. Product: [CH3:21][O:20][C:19]1[C:14]([N:11]2[CH2:12][CH2:13][NH:8][CH2:9][CH:10]2[CH3:22])=[N:15][CH:16]=[N:17][CH:18]=1. The catalyst class is: 158. (4) Reactant: [Br:1][C:2]1[CH:7]=[CH:6][C:5]([CH2:8][CH2:9][C:10]2[NH:11][CH:12]=[C:13]([CH2:15][C:16]([CH3:20])([CH3:19])[CH2:17][CH3:18])[N:14]=2)=[CH:4][CH:3]=1.[C:21](Cl)([C:34]1[CH:39]=[CH:38][CH:37]=[CH:36][CH:35]=1)([C:28]1[CH:33]=[CH:32][CH:31]=[CH:30][CH:29]=1)[C:22]1[CH:27]=[CH:26][CH:25]=[CH:24][CH:23]=1.C(N(CC)CC)C. Product: [Br:1][C:2]1[CH:7]=[CH:6][C:5]([CH2:8][CH2:9][C:10]2[N:11]([C:21]([C:22]3[CH:27]=[CH:26][CH:25]=[CH:24][CH:23]=3)([C:34]3[CH:35]=[CH:36][CH:37]=[CH:38][CH:39]=3)[C:28]3[CH:29]=[CH:30][CH:31]=[CH:32][CH:33]=3)[CH:12]=[C:13]([CH2:15][C:16]([CH3:19])([CH3:20])[CH2:17][CH3:18])[N:14]=2)=[CH:4][CH:3]=1. The catalyst class is: 2. (5) Reactant: [Br:1][C:2]1[CH:7]=[CH:6][C:5]([NH:8][C:9]2[C:17]([C:18]3[O:22][CH:21]=[N:20][CH:19]=3)=[CH:16][C:12]3[NH:13][CH:14]=[N:15][C:11]=3[C:10]=2[F:23])=[C:4]([Cl:24])[CH:3]=1.[Br:25][C:26]1[CH:31]=[CH:30][C:29]([NH:32][C:33]2[C:34]([CH:49]=[O:50])=[CH:35][C:36]3[N:40]([CH2:41][CH2:42][S:43]([CH3:46])(=[O:45])=[O:44])[CH:39]=[N:38][C:37]=3[C:47]=2[F:48])=[C:28]([Cl:51])[CH:27]=1.C([O-])([O-])=O.[K+].[K+].S([CH2:68][N+:69]#[C-:70])(C1C=CC(C)=CC=1)(=O)=O. Product: [Br:1][C:2]1[CH:7]=[CH:6][C:5]([NH:8][C:9]2[C:17]([C:18]3[O:22][CH:21]=[N:20][CH:19]=3)=[CH:16][C:12]3[NH:13][CH:14]=[N:15][C:11]=3[C:10]=2[F:23])=[C:4]([Cl:24])[CH:3]=1.[Br:25][C:26]1[CH:31]=[CH:30][C:29]([NH:32][C:33]2[C:34]([C:49]3[O:50][CH:70]=[N:69][CH:68]=3)=[CH:35][C:36]3[N:40]([CH2:41][CH2:42][S:43]([CH3:46])(=[O:45])=[O:44])[CH:39]=[N:38][C:37]=3[C:47]=2[F:48])=[C:28]([Cl:51])[CH:27]=1. The catalyst class is: 5.